This data is from Reaction yield outcomes from USPTO patents with 853,638 reactions. The task is: Predict the reaction yield, written as a fraction of the theoretical maximum amount of product (1.0 means a 100% yield; for example, 0.34 means a 34% yield). (1) The reactants are [CH3:1][O:2][C:3]1[CH:31]=[CH:30][C:6]([CH2:7][O:8][C:9]2[CH:10]=[CH:11][C:12](=[N:19]S(C3C=CC(C)=CC=3)(=O)=O)[N:13]([CH2:15][C:16]([NH2:18])=O)[CH:14]=2)=[CH:5][CH:4]=1.FC(F)(F)C(OC(=O)C(F)(F)F)=O.CO.[OH-].[Na+]. The catalyst is O1CCCC1.C(OCC)(=O)C.O. The product is [CH3:1][O:2][C:3]1[CH:31]=[CH:30][C:6]([CH2:7][O:8][C:9]2[CH:10]=[CH:11][C:12]3[N:13]([CH:15]=[C:16]([NH2:18])[N:19]=3)[CH:14]=2)=[CH:5][CH:4]=1. The yield is 0.680. (2) The reactants are Cl[C:2]1[C:11]2[C:6](=[CH:7][CH:8]=[CH:9][CH:10]=2)[CH:5]=[C:4]([C:12]2[CH:17]=[CH:16][CH:15]=[CH:14][C:13]=2[C:18]([F:21])([F:20])[F:19])[N:3]=1.[NH:22]1[C:30]2[C:25](=[CH:26][CH:27]=[CH:28][CH:29]=2)[C:24]([NH2:31])=[N:23]1. The catalyst is C(O)C. The product is [NH:22]1[C:30]2[C:25](=[CH:26][CH:27]=[CH:28][CH:29]=2)[C:24]([NH:31][C:2]2[C:11]3[C:6](=[CH:7][CH:8]=[CH:9][CH:10]=3)[CH:5]=[C:4]([C:12]3[CH:17]=[CH:16][CH:15]=[CH:14][C:13]=3[C:18]([F:21])([F:20])[F:19])[N:3]=2)=[N:23]1. The yield is 0.270. (3) The reactants are Cl.[NH2:2][C:3]1[C:11]([OH:12])=[C:10]2[C:6]([CH2:7][CH2:8][CH:9]2[CH2:13][CH2:14][NH:15][C:16](=[O:18])[CH3:17])=[CH:5][CH:4]=1.[C:19](Cl)(=[O:23])[CH:20]([CH3:22])[CH3:21].O. The catalyst is N1C=CC=CC=1. The product is [C:16]([NH:15][CH2:14][CH2:13][CH:9]1[C:10]2[C:6](=[CH:5][CH:4]=[C:3]([NH:2][C:19](=[O:23])[CH:20]([CH3:22])[CH3:21])[C:11]=2[OH:12])[CH2:7][CH2:8]1)(=[O:18])[CH3:17]. The yield is 1.00. (4) The reactants are [CH3:1][C:2]1[NH:3][C:4]2[C:5](=[O:14])[CH2:6][CH2:7][CH2:8][C:9]=2[C:10]=1[C:11]([OH:13])=O.[CH3:15][N:16]1[CH2:21][CH2:20][N:19]([CH2:22][CH2:23][CH2:24][NH2:25])[CH2:18][CH2:17]1. No catalyst specified. The product is [CH3:1][C:2]1[NH:3][C:4]2[C:5](=[O:14])[CH2:6][CH2:7][CH2:8][C:9]=2[C:10]=1[C:11]([NH:25][CH2:24][CH2:23][CH2:22][N:19]1[CH2:18][CH2:17][N:16]([CH3:15])[CH2:21][CH2:20]1)=[O:13]. The yield is 0.780. (5) The reactants are [Cl:1][CH2:2][CH2:3][CH2:4][S:5]([NH:8][C:9]1[CH:14]=[C:13]([C:15]([N:17]2[CH2:22][CH2:21][CH:20]([C:23]3[CH:28]=[CH:27][C:26]([C:29]#[N:30])=[CH:25][CH:24]=3)[CH2:19][CH2:18]2)=[O:16])[CH:12]=[CH:11][C:10]=1C)(=[O:7])=[O:6].C(=O)(OC(C)(C)C)[O:33][C:34]([O:36][C:37]([CH3:40])([CH3:39])[CH3:38])=O. The catalyst is C1COCC1.CN(C1C=CN=CC=1)C. The product is [Cl:1][CH2:2][CH2:3][CH2:4][S:5]([N:8]([C:9]1[CH:10]=[CH:11][CH:12]=[C:13]([C:15]([N:17]2[CH2:18][CH2:19][CH:20]([C:23]3[CH:28]=[CH:27][C:26]([C:29]#[N:30])=[CH:25][CH:24]=3)[CH2:21][CH2:22]2)=[O:16])[CH:14]=1)[C:34](=[O:33])[O:36][C:37]([CH3:40])([CH3:39])[CH3:38])(=[O:6])=[O:7]. The yield is 0.880. (6) The product is [CH3:38][O:37][C:34]1[CH:33]=[CH:32][C:31]([O:30][C:16]2[CH:17]=[C:18]([O:21][C:22]3[CH:27]=[CH:26][C:25]([O:28][CH3:29])=[CH:24][CH:23]=3)[CH:19]=[CH:20][C:15]=2[NH:14][CH2:13][C@@H:9]2[CH2:10][CH2:11][CH2:12][NH:8]2)=[CH:36][CH:35]=1. The reactants are C(OC([N:8]1[CH2:12][CH2:11][CH2:10][C@H:9]1[CH2:13][NH:14][C:15]1[CH:20]=[CH:19][C:18]([O:21][C:22]2[CH:27]=[CH:26][C:25]([O:28][CH3:29])=[CH:24][CH:23]=2)=[CH:17][C:16]=1[O:30][C:31]1[CH:36]=[CH:35][C:34]([O:37][CH3:38])=[CH:33][CH:32]=1)=O)(C)(C)C. The catalyst is C(O)(C(F)(F)F)=O.C(Cl)Cl. The yield is 0.840.